This data is from Reaction yield outcomes from USPTO patents with 853,638 reactions. The task is: Predict the reaction yield, written as a fraction of the theoretical maximum amount of product (1.0 means a 100% yield; for example, 0.34 means a 34% yield). (1) The reactants are Cl[C:2]1[C:7]([N+:8]([O-:10])=[O:9])=[CH:6][CH:5]=[CH:4][N:3]=1.[NH3:11]. No catalyst specified. The product is [N+:8]([C:7]1[C:2]([NH2:11])=[N:3][CH:4]=[CH:5][CH:6]=1)([O-:10])=[O:9]. The yield is 0.970. (2) The reactants are [N:1]1[CH:6]=[CH:5][CH:4]=[CH:3][C:2]=1[N:7]1[CH2:12][CH2:11][NH:10][CH2:9][CH2:8]1.[F:13][C:14]1[CH:19]=[CH:18][C:17]([NH:20][C:21](=[O:24])[CH2:22]Cl)=[CH:16][CH:15]=1.C(=O)([O-])[O-].[Na+].[Na+]. The catalyst is CN(C)C=O.O. The product is [F:13][C:14]1[CH:15]=[CH:16][C:17]([NH:20][C:21](=[O:24])[CH2:22][N:10]2[CH2:9][CH2:8][N:7]([C:2]3[CH:3]=[CH:4][CH:5]=[CH:6][N:1]=3)[CH2:12][CH2:11]2)=[CH:18][CH:19]=1. The yield is 0.950.